Dataset: Forward reaction prediction with 1.9M reactions from USPTO patents (1976-2016). Task: Predict the product of the given reaction. (1) Given the reactants [NH2:1][C:2]1[C:21]2[C:20](=[O:22])[C:19]([C:23]([O:25]CC)=[O:24])=[CH:18][N:7]3[C@@H:8]([CH2:11][C:12]4[CH:17]=[CH:16][CH:15]=[CH:14][CH:13]=4)[CH2:9][O:10][C:5]([C:6]=23)=[C:4]([F:28])[C:3]=1[F:29].OS(O)(=O)=O, predict the reaction product. The product is: [NH2:1][C:2]1[C:21]2[C:20](=[O:22])[C:19]([C:23]([OH:25])=[O:24])=[CH:18][N:7]3[C@@H:8]([CH2:11][C:12]4[CH:13]=[CH:14][CH:15]=[CH:16][CH:17]=4)[CH2:9][O:10][C:5]([C:6]=23)=[C:4]([F:28])[C:3]=1[F:29]. (2) Given the reactants [Cl:1][C:2]1[CH:3]=[C:4]([C:8]2([CH2:13][OH:14])[CH2:12][CH2:11][CH2:10][CH2:9]2)[CH:5]=[CH:6][CH:7]=1.FC(F)(F)C1C=CC(C2(C[O:29][S:30]([CH3:33])(=O)=[O:31])CCCC2)=CC=1, predict the reaction product. The product is: [CH3:33][S:30]([O:14][CH2:13][C:8]1([C:4]2[CH:5]=[CH:6][CH:7]=[C:2]([Cl:1])[CH:3]=2)[CH2:12][CH2:11][CH2:10][CH2:9]1)(=[O:31])=[O:29].